Dataset: Full USPTO retrosynthesis dataset with 1.9M reactions from patents (1976-2016). Task: Predict the reactants needed to synthesize the given product. Given the product [OH:22][C:23]1[CH:24]=[CH:25][C:26]([C:29]([C:32]2[CH:33]=[CH:34][C:35]([OH:38])=[CH:36][CH:37]=2)([CH3:31])[CH3:30])=[CH:27][CH:28]=1.[CH2:1]1[O:12][CH:2]1[CH3:3], predict the reactants needed to synthesize it. The reactants are: [C:1]([OH:12])(=O)[C:2]1C=C[C:2]([C:1]([OH:12])=O)=[CH:3][CH:3]=1.C(O)(=O)C1C=CC=CC=1.[OH:22][C:23]1[CH:28]=[CH:27][C:26]([C:29]([C:32]2[CH:37]=[CH:36][C:35]([OH:38])=[CH:34][CH:33]=2)([CH3:31])[CH3:30])=[CH:25][CH:24]=1.